From a dataset of Reaction yield outcomes from USPTO patents with 853,638 reactions. Predict the reaction yield, written as a fraction of the theoretical maximum amount of product (1.0 means a 100% yield; for example, 0.34 means a 34% yield). (1) The reactants are [NH2:1][C:2]1[NH:7][C:6](=O)[CH:5]=[C:4]([CH2:9][O:10][CH:11]([CH3:13])[CH3:12])[N:3]=1.F[P-](F)(F)(F)(F)F.N1(O[P+](N(C)C)(N(C)C)N(C)C)C2C=CC=CC=2N=N1.C1CCN2C(=NCCC2)CC1.[CH3:52][N:53]1[CH2:58][CH2:57][NH:56][CH2:55][CH2:54]1. The catalyst is C(#N)C. The product is [CH:11]([O:10][CH2:9][C:4]1[CH:5]=[C:6]([N:56]2[CH2:57][CH2:58][N:53]([CH3:52])[CH2:54][CH2:55]2)[N:7]=[C:2]([NH2:1])[N:3]=1)([CH3:13])[CH3:12]. The yield is 0.140. (2) The reactants are [OH-].[K+].C(=O)(OC)[O:4][C:5]1[CH:10]=[C:9]([N+:11]([O-:13])=[O:12])[C:8]([C:14]([CH3:17])([CH3:16])[CH3:15])=[CH:7][C:6]=1[Cl:18].Cl. The catalyst is CO. The product is [C:14]([C:8]1[C:9]([N+:11]([O-:13])=[O:12])=[CH:10][C:5]([OH:4])=[C:6]([Cl:18])[CH:7]=1)([CH3:17])([CH3:15])[CH3:16]. The yield is 0.680.